From a dataset of Full USPTO retrosynthesis dataset with 1.9M reactions from patents (1976-2016). Predict the reactants needed to synthesize the given product. (1) Given the product [CH2:30]([O:29][C:27]([C:26]1[C:25]([CH3:32])=[N:1][C:2]2[C:3]([C:22]=1[NH2:23])=[C:4]([O:5][CH2:6][C:7]([NH:10][C:11]([CH:13]1[CH2:14][CH2:15][CH2:16][CH2:17][CH2:18]1)=[O:12])([CH3:8])[CH3:9])[CH:19]=[CH:20][CH:21]=2)=[O:28])[CH3:31], predict the reactants needed to synthesize it. The reactants are: [NH2:1][C:2]1[C:3]([C:22]#[N:23])=[C:4]([CH:19]=[CH:20][CH:21]=1)[O:5][CH2:6][C:7]([NH:10][C:11]([CH:13]1[CH2:18][CH2:17][CH2:16][CH2:15][CH2:14]1)=[O:12])([CH3:9])[CH3:8].O=[C:25]([CH3:32])[CH2:26][C:27]([O:29][CH2:30][CH3:31])=[O:28]. (2) Given the product [CH3:32][O:31][C:29](=[O:30])[CH2:28][NH:1][CH2:2][CH2:3][C:4]1[N:5]=[C:6]([NH:9][C:10]([NH:12][C:13]2[CH:18]=[CH:17][C:16]([CH3:19])=[CH:15][C:14]=2[C:20]([CH:22]2[CH2:23][CH2:24][CH2:25][CH2:26]2)=[O:21])=[O:11])[S:7][CH:8]=1, predict the reactants needed to synthesize it. The reactants are: [NH2:1][CH2:2][CH2:3][C:4]1[N:5]=[C:6]([NH:9][C:10]([NH:12][C:13]2[CH:18]=[CH:17][C:16]([CH3:19])=[CH:15][C:14]=2[C:20]([CH:22]2[CH2:26][CH2:25][CH2:24][CH2:23]2)=[O:21])=[O:11])[S:7][CH:8]=1.Br[CH2:28][C:29]([O:31][CH3:32])=[O:30].CCN(CC)CC.